Dataset: Reaction yield outcomes from USPTO patents with 853,638 reactions. Task: Predict the reaction yield, written as a fraction of the theoretical maximum amount of product (1.0 means a 100% yield; for example, 0.34 means a 34% yield). (1) The reactants are Br[C:2]1[CH:13]=[CH:12][C:5]([CH2:6][N:7]2[CH:11]=[CH:10][N:9]=[CH:8]2)=[C:4]([CH3:14])[CH:3]=1.[CH3:15][Si:16]([C:19]#[CH:20])([CH3:18])[CH3:17].CO.CCOC(C)=O. The catalyst is C(N(CC)CC)C.[Cu]I.Cl[Pd](Cl)([P](C1C=CC=CC=1)(C1C=CC=CC=1)C1C=CC=CC=1)[P](C1C=CC=CC=1)(C1C=CC=CC=1)C1C=CC=CC=1. The product is [CH3:14][C:4]1[CH:3]=[C:2]([C:20]#[C:19][Si:16]([CH3:18])([CH3:17])[CH3:15])[CH:13]=[CH:12][C:5]=1[CH2:6][N:7]1[CH:11]=[CH:10][N:9]=[CH:8]1. The yield is 0.820. (2) The reactants are [O:1]=[C:2]1[N:10]2[CH:5]([CH2:6][CH2:7][CH:8]([C:11]([O:13]C)=[O:12])[CH2:9]2)[CH2:4][CH2:3]1.C[O-].[Na+].Cl. The catalyst is CO.O. The product is [O:1]=[C:2]1[N:10]2[C@@H:5]([CH2:6][CH2:7][C@H:8]([C:11]([OH:13])=[O:12])[CH2:9]2)[CH2:4][CH2:3]1. The yield is 0.760. (3) The reactants are [CH:1]([C:4]1[CH:9]=[CH:8][CH:7]=[CH:6][C:5]=1[NH:10][C:11]([NH:13]/[N:14]=[CH:15]/[C:16]1[CH:21]=[CH:20][C:19]([C:22]2[N:26]=[CH:25][N:24]([C:27]3[CH:32]=[CH:31][C:30]([C:33]([F:36])([F:35])[F:34])=[CH:29][CH:28]=3)[N:23]=2)=[CH:18][CH:17]=1)=[S:12])([CH3:3])[CH3:2].C(=O)([O-])[O-].[K+].[K+].Br[CH2:44][CH2:45][CH2:46]Cl. The catalyst is CC(=O)CC.C(Cl)Cl. The product is [CH:1]([C:4]1[CH:9]=[CH:8][CH:7]=[CH:6][C:5]=1/[N:10]=[C:11]1\[S:12][CH2:44][CH2:45][CH2:46][N:13]\1/[N:14]=[CH:15]/[C:16]1[CH:17]=[CH:18][C:19]([C:22]2[N:26]=[CH:25][N:24]([C:27]3[CH:28]=[CH:29][C:30]([C:33]([F:35])([F:36])[F:34])=[CH:31][CH:32]=3)[N:23]=2)=[CH:20][CH:21]=1)([CH3:3])[CH3:2]. The yield is 0.130. (4) The reactants are C[O:2][C:3](=[O:40])[CH2:4][O:5][C:6]1[CH:39]=[CH:38][C:9]2[O:10][CH2:11][C:12]3[N:37]=[CH:36][CH:35]=[CH:34][C:13]=3[C:14](=[CH:15][CH2:16][CH2:17][N:18]3[CH2:23][CH2:22][C:21]([C:25]4[CH:30]=[CH:29][C:28]([Cl:31])=[CH:27][CH:26]=4)([OH:24])[C:20]([CH3:33])([CH3:32])[CH2:19]3)[C:8]=2[CH:7]=1.[OH-].[Na+]. The catalyst is CO.O. The product is [Cl:31][C:28]1[CH:29]=[CH:30][C:25]([C:21]2([OH:24])[CH2:22][CH2:23][N:18]([CH2:17][CH2:16][CH:15]=[C:14]3[C:13]4[CH:34]=[CH:35][CH:36]=[N:37][C:12]=4[CH2:11][O:10][C:9]4[CH:38]=[CH:39][C:6]([O:5][CH2:4][C:3]([OH:40])=[O:2])=[CH:7][C:8]3=4)[CH2:19][C:20]2([CH3:32])[CH3:33])=[CH:26][CH:27]=1. The yield is 0.940. (5) The reactants are C[O:2][C:3](=O)[C:4]1[CH:13]=[CH:12][CH:11]=[C:6]([C:7](OC)=[O:8])[C:5]=1[Br:14].[Li+].[BH4-]. The catalyst is C(OCC)C.C1COCC1. The product is [OH:8][CH2:7][C:6]1[CH:11]=[CH:12][CH:13]=[C:4]([CH2:3][OH:2])[C:5]=1[Br:14]. The yield is 1.00. (6) The reactants are Cl[C:2]1[NH:3][C:4]([C:11]2[CH:16]=[CH:15][C:14]([CH:17]3[CH2:22][CH2:21][CH2:20][CH2:19][CH2:18]3)=[CH:13][CH:12]=2)=[CH:5][C:6]=1[C:7]([O:9][CH3:10])=[O:8].NC1OC(C2C=CC(C3CCCCC3)=CC=2)=CC=1C(OC)=O. The catalyst is CO.C(OCC)(=O)C.[C].[Pd]. The product is [CH:17]1([C:14]2[CH:15]=[CH:16][C:11]([C:4]3[NH:3][CH:2]=[C:6]([C:7]([O:9][CH3:10])=[O:8])[CH:5]=3)=[CH:12][CH:13]=2)[CH2:18][CH2:19][CH2:20][CH2:21][CH2:22]1. The yield is 0.410. (7) The reactants are [CH3:1][O:2][C:3]1[CH:4]=[C:5]([NH:11][C:12]2[C:17]([C:18](=[O:20])[CH3:19])=[CH:16][CH:15]=[CH:14][N:13]=2)[CH:6]=[CH:7][C:8]=1[O:9][CH3:10].[CH3:21][O:22][C:23]1[CH:24]=[C:25]([CH:28]=[C:29]([O:33][CH3:34])[C:30]=1[O:31][CH3:32])[CH:26]=O.Cl. The catalyst is CO. The product is [CH3:1][O:2][C:3]1[CH:4]=[C:5]([NH:11][C:12]2[C:17]([C:18](=[O:20])/[CH:19]=[CH:26]/[C:25]3[CH:28]=[C:29]([O:33][CH3:34])[C:30]([O:31][CH3:32])=[C:23]([O:22][CH3:21])[CH:24]=3)=[CH:16][CH:15]=[CH:14][N:13]=2)[CH:6]=[CH:7][C:8]=1[O:9][CH3:10]. The yield is 0.900.